Dataset: Full USPTO retrosynthesis dataset with 1.9M reactions from patents (1976-2016). Task: Predict the reactants needed to synthesize the given product. (1) Given the product [CH3:13][C:12]1[O:11][C:10]([C:14]([OH:16])=[O:15])=[CH:9][C:8]=1[CH2:7][O:6][C:5]1[CH:17]=[CH:18][C:2]([C:23]2[CH:24]=[CH:25][CH:26]=[CH:27][C:22]=2[O:21][C:20]([F:19])([F:32])[F:31])=[CH:3][CH:4]=1, predict the reactants needed to synthesize it. The reactants are: I[C:2]1[CH:18]=[CH:17][C:5]([O:6][CH2:7][C:8]2[CH:9]=[C:10]([C:14]([OH:16])=[O:15])[O:11][C:12]=2[CH3:13])=[CH:4][CH:3]=1.[F:19][C:20]([F:32])([F:31])[O:21][C:22]1[CH:27]=[CH:26][CH:25]=[CH:24][C:23]=1B(O)O. (2) Given the product [CH3:14][C@H:15]1[C:22]([S:23][C@@H:24]2[CH2:28][NH:27][C@H:26]([C:29]([NH:31][C:32]3[CH:33]=[CH:34][CH:35]=[C:36]([C:38]([O-:40])=[O:39])[CH:37]=3)=[O:30])[CH2:25]2)=[C:21]([C:41]([OH:43])=[O:42])[N:20]2[C@H:16]1[C@@H:17]([C@H:44]([OH:46])[CH3:45])[C:18]2=[O:19].[Na+:48], predict the reactants needed to synthesize it. The reactants are: C1N(CCCS(O)(=O)=O)CCOC1.[CH3:14][C@H:15]1[C:22]([S:23][C@@H:24]2[CH2:28][NH:27][C@H:26]([C:29]([NH:31][C:32]3[CH:33]=[CH:34][CH:35]=[C:36]([C:38]([OH:40])=[O:39])[CH:37]=3)=[O:30])[CH2:25]2)=[C:21]([C:41]([OH:43])=[O:42])[N:20]2[C@H:16]1[C@@H:17]([C@H:44]([OH:46])[CH3:45])[C:18]2=[O:19].[OH-].[Na+:48].